This data is from Full USPTO retrosynthesis dataset with 1.9M reactions from patents (1976-2016). The task is: Predict the reactants needed to synthesize the given product. (1) Given the product [CH3:16][N:15]([CH3:17])[C:6]1([C:9]2[CH:10]=[CH:11][CH:12]=[CH:13][CH:14]=2)[CH2:5][CH2:4][CH:3]([CH2:2][NH:1][C:46](=[O:47])[CH2:45][N:36]2[C:44]3[C:39](=[CH:40][CH:41]=[CH:42][CH:43]=3)[CH:38]=[CH:37]2)[CH2:8][CH2:7]1, predict the reactants needed to synthesize it. The reactants are: [NH2:1][CH2:2][CH:3]1[CH2:8][CH2:7][C:6]([N:15]([CH3:17])[CH3:16])([C:9]2[CH:14]=[CH:13][CH:12]=[CH:11][CH:10]=2)[CH2:5][CH2:4]1.[Cl-].COC1N=C(OC)N=C([N+]2(C)CCOCC2)N=1.[N:36]1([CH2:45][C:46](O)=[O:47])[C:44]2[C:39](=[CH:40][CH:41]=[CH:42][CH:43]=2)[CH:38]=[CH:37]1. (2) Given the product [O:1]([C:9]1[CH:10]=[CH:11][C:12]2[CH2:13][C@H:14]3[N:26]([CH2:37][CH2:36][C:35]#[N:38])[CH2:25][CH2:24][C@:20]45[C:21]=2[C:22]=1[O:23][CH:19]4[CH:18]([O:27][Si:28]([C:31]([CH3:34])([CH3:33])[CH3:32])([CH3:29])[CH3:30])[CH:17]=[CH:16][C@@H:15]35)[Si:2]([C:5]([CH3:7])([CH3:6])[CH3:8])([CH3:3])[CH3:4], predict the reactants needed to synthesize it. The reactants are: [O:1]([C:9]1[CH:10]=[CH:11][C:12]2[CH2:13][C@H:14]3[NH:26][CH2:25][CH2:24][C@:20]45[C:21]=2[C:22]=1[O:23][CH:19]4[CH:18]([O:27][Si:28]([C:31]([CH3:34])([CH3:33])[CH3:32])([CH3:30])[CH3:29])[CH:17]=[CH:16][C@@H:15]35)[Si:2]([C:5]([CH3:8])([CH3:7])[CH3:6])([CH3:4])[CH3:3].[C:35](#[N:38])[CH:36]=[CH2:37]. (3) Given the product [CH2:1]([C@H:8]([NH:30][C:31](=[O:50])[C@H:32]([CH:47]([CH3:49])[CH3:48])[NH:33][C:34]([N:36]([CH2:38][C:39]1[N:40]=[C:41]([CH:44]([CH3:45])[CH3:46])[S:42][CH:43]=1)[CH3:37])=[O:35])[CH2:9][C@H:10]([O:29][CH2:51][S:52][CH3:53])[C@@H:11]([NH:19][C:20]([O:22][CH2:23][C:24]1[S:28][CH:27]=[N:26][CH:25]=1)=[O:21])[CH2:12][C:13]1[CH:18]=[CH:17][CH:16]=[CH:15][CH:14]=1)[C:2]1[CH:3]=[CH:4][CH:5]=[CH:6][CH:7]=1, predict the reactants needed to synthesize it. The reactants are: [CH2:1]([C@H:8]([NH:30][C:31](=[O:50])[C@H:32]([CH:47]([CH3:49])[CH3:48])[NH:33][C:34]([N:36]([CH2:38][C:39]1[N:40]=[C:41]([CH:44]([CH3:46])[CH3:45])[S:42][CH:43]=1)[CH3:37])=[O:35])[CH2:9][C@H:10]([OH:29])[C@@H:11]([NH:19][C:20]([O:22][CH2:23][C:24]1[S:28][CH:27]=[N:26][CH:25]=1)=[O:21])[CH2:12][C:13]1[CH:18]=[CH:17][CH:16]=[CH:15][CH:14]=1)[C:2]1[CH:7]=[CH:6][CH:5]=[CH:4][CH:3]=1.[CH3:51][S:52][CH3:53].C(OOC(=O)C1C=CC=CC=1)(=O)C1C=CC=CC=1. (4) Given the product [C:1]([O:5][C:6]([N:7]1[CH2:8][CH2:9][C:10](=[O:11])[CH2:12][C:13]1=[O:14])=[O:22])([CH3:4])([CH3:3])[CH3:2], predict the reactants needed to synthesize it. The reactants are: [C:1]([O:5][C:6](=[O:22])[NH:7][CH2:8][CH2:9][C:10](=[C:12]1C(=O)OC(C)(C)[O:14][C:13]1=O)[OH:11])([CH3:4])([CH3:3])[CH3:2]. (5) The reactants are: [CH3:1][C@H:2]1[O:7][CH2:6][C@@H:5]([C:8]2[CH:13]=[CH:12][CH:11]=[CH:10][CH:9]=2)[N:4]([C:14]2[CH:15]=[CH:16][C:17]3[O:18][CH2:19][C:20](=O)[NH:21][C:22]=3[N:23]=2)[CH2:3]1.[H-].[Al+3].[Li+].[H-].[H-].[H-].O.[OH-].[Na+]. Given the product [CH3:1][C@H:2]1[O:7][CH2:6][C@@H:5]([C:8]2[CH:13]=[CH:12][CH:11]=[CH:10][CH:9]=2)[N:4]([C:14]2[CH:15]=[CH:16][C:17]3[O:18][CH2:19][CH2:20][NH:21][C:22]=3[N:23]=2)[CH2:3]1, predict the reactants needed to synthesize it.